This data is from Catalyst prediction with 721,799 reactions and 888 catalyst types from USPTO. The task is: Predict which catalyst facilitates the given reaction. (1) Reactant: [Mg].I[CH2:3][CH2:4][C:5]([CH3:8])([CH3:7])[CH3:6].[CH3:9][C:10]1[C:11](=[O:22])[O:12][CH2:13][C@H:14]([C:16]2[CH:21]=[CH:20][CH:19]=[CH:18][CH:17]=2)[N:15]=1. Product: [CH3:6][C:5]([CH3:8])([CH3:7])[CH2:4][CH2:3][C@@:10]1([CH3:9])[C:11](=[O:22])[O:12][CH2:13][C@H:14]([C:16]2[CH:21]=[CH:20][CH:19]=[CH:18][CH:17]=2)[NH:15]1. The catalyst class is: 305. (2) Reactant: [Cl:1][C:2]1[C:7]([C:8]2[C:13]([F:14])=[CH:12][C:11]([F:15])=[CH:10][C:9]=2[F:16])=[C:6](Cl)[N:5]2[N:18]=[CH:19][N:20]=[C:4]2[N:3]=1.[F:21][C:22]([F:27])([F:26])[C@@H:23]([NH2:25])[CH3:24].O. Product: [Cl:1][C:2]1[C:7]([C:8]2[C:13]([F:14])=[CH:12][C:11]([F:15])=[CH:10][C:9]=2[F:16])=[C:6]([NH:25][C@@H:23]([CH3:24])[C:22]([F:27])([F:26])[F:21])[N:5]2[N:18]=[CH:19][N:20]=[C:4]2[N:3]=1. The catalyst class is: 3.